Dataset: Peptide-MHC class I binding affinity with 185,985 pairs from IEDB/IMGT. Task: Regression. Given a peptide amino acid sequence and an MHC pseudo amino acid sequence, predict their binding affinity value. This is MHC class I binding data. The peptide sequence is WMYYPRSPV. The MHC is HLA-B15:02 with pseudo-sequence HLA-B15:02. The binding affinity (normalized) is 0.448.